The task is: Predict the reactants needed to synthesize the given product.. This data is from Full USPTO retrosynthesis dataset with 1.9M reactions from patents (1976-2016). (1) Given the product [NH2:15][CH2:14][C@@H:8]([CH2:9][C@H:10]([CH3:13])[CH2:11][CH3:12])[CH2:7][C:6]([OH:16])=[O:5], predict the reactants needed to synthesize it. The reactants are: C([O:5][C:6](=[O:16])[CH2:7][C@@H:8]([CH2:14][NH2:15])[CH2:9][C@H:10]([CH3:13])[CH2:11][CH3:12])(C)(C)C.C[C@H](CC)C[C@@H]1CNC(=O)C1.Cl. (2) Given the product [NH2:1][C:2]1[C:7]([C:8]#[N:9])=[CH:6][N:5]=[C:4]([NH:25][CH2:24][CH2:23][NH:22][C:19]2[N:18]=[C:17]([C:36]3[CH:41]=[CH:40][C:39]([C:42]#[N:43])=[CH:38][CH:37]=3)[C:16]([C:12]3[NH:11][CH:15]=[CH:14][N:13]=3)=[CH:21][N:20]=2)[N:3]=1, predict the reactants needed to synthesize it. The reactants are: [NH2:1][C:2]1[C:7]([C:8]#[N:9])=[CH:6][N:5]=[C:4](Cl)[N:3]=1.[NH:11]1[CH:15]=[CH:14][N:13]=[C:12]1[C:16]1[C:17]([C:36]2[CH:41]=[CH:40][C:39]([C:42]#[N:43])=[CH:38][CH:37]=2)=[N:18][C:19]([NH:22][CH2:23][CH2:24][NH:25]C2C=CC(C(F)(F)F)=CN=2)=[N:20][CH:21]=1. (3) Given the product [CH2:27]([O:29][C:30]([C:32]1[S:33][C:34]([CH2:40][CH3:41])=[C:35]([C:38]#[N:39])[C:36]=1[C:4]1[CH:3]=[CH:35][C:36]([N:22]2[CH2:21][N:25]=[CH:24][S:23]2)=[CH:32][CH:30]=1)=[O:31])[CH3:28], predict the reactants needed to synthesize it. The reactants are: CO[CH2:3][CH2:4]OC.CC1(C)C(C)(C)OB(C2C=CC([C:21]3[N:25]=[CH:24][S:23][N:22]=3)=CC=2)O1.[CH2:27]([O:29][C:30]([C:32]1[S:33][C:34]([CH2:40][CH3:41])=[C:35]([C:38]#[N:39])[C:36]=1I)=[O:31])[CH3:28].[F-].[Cs+].